This data is from Catalyst prediction with 721,799 reactions and 888 catalyst types from USPTO. The task is: Predict which catalyst facilitates the given reaction. (1) Reactant: [C:1]1([NH:7][C:8]([CH2:10][NH:11]C(=O)OC(C)(C)C)=[O:9])[CH:6]=[CH:5][CH:4]=[CH:3][CH:2]=1. Product: [NH2:11][CH2:10][C:8]([NH:7][C:1]1[CH:6]=[CH:5][CH:4]=[CH:3][CH:2]=1)=[O:9]. The catalyst class is: 281. (2) Reactant: [Cl:1][C:2]1[CH:7]=[CH:6][C:5]([N:8]2[C:12]([CH3:13])=[C:11]([C:14]([NH:16][NH:17][C:18](=O)[C:19]([CH3:22])([CH3:21])[CH3:20])=[O:15])[N:10]=[C:9]2[C:24]2[CH:29]=[CH:28][C:27]([Cl:30])=[CH:26][C:25]=2[Cl:31])=[CH:4][CH:3]=1.CC[N+](S(N=C(OC)[O-])(=O)=O)(CC)CC. Product: [C:19]([C:18]1[O:15][C:14]([C:11]2[N:10]=[C:9]([C:24]3[CH:29]=[CH:28][C:27]([Cl:30])=[CH:26][C:25]=3[Cl:31])[N:8]([C:5]3[CH:4]=[CH:3][C:2]([Cl:1])=[CH:7][CH:6]=3)[C:12]=2[CH3:13])=[N:16][N:17]=1)([CH3:22])([CH3:21])[CH3:20]. The catalyst class is: 1.